This data is from Catalyst prediction with 721,799 reactions and 888 catalyst types from USPTO. The task is: Predict which catalyst facilitates the given reaction. Reactant: [O:1]1[CH2:6][CH:5]=[C:4]([C:7]2[C:8]([F:33])=[C:9]([N:13]3[CH:18]=[C:17]([O:19][CH3:20])[C:16](=[O:21])[C:15]([C:22]4[N:26]([C:27]5[CH:32]=[CH:31][CH:30]=[CH:29][CH:28]=5)[N:25]=[CH:24][CH:23]=4)=[N:14]3)[CH:10]=[CH:11][CH:12]=2)[CH2:3][CH2:2]1. Product: [F:33][C:8]1[C:7]([CH:4]2[CH2:5][CH2:6][O:1][CH2:2][CH2:3]2)=[CH:12][CH:11]=[CH:10][C:9]=1[N:13]1[CH:18]=[C:17]([O:19][CH3:20])[C:16](=[O:21])[C:15]([C:22]2[N:26]([C:27]3[CH:28]=[CH:29][CH:30]=[CH:31][CH:32]=3)[N:25]=[CH:24][CH:23]=2)=[N:14]1. The catalyst class is: 5.